Dataset: NCI-60 drug combinations with 297,098 pairs across 59 cell lines. Task: Regression. Given two drug SMILES strings and cell line genomic features, predict the synergy score measuring deviation from expected non-interaction effect. Drug 1: CC12CCC3C(C1CCC2=O)CC(=C)C4=CC(=O)C=CC34C. Drug 2: CC1=C2C(C(=O)C3(C(CC4C(C3C(C(C2(C)C)(CC1OC(=O)C(C(C5=CC=CC=C5)NC(=O)C6=CC=CC=C6)O)O)OC(=O)C7=CC=CC=C7)(CO4)OC(=O)C)O)C)OC(=O)C. Cell line: TK-10. Synergy scores: CSS=37.6, Synergy_ZIP=-1.91, Synergy_Bliss=0.439, Synergy_Loewe=-6.24, Synergy_HSA=0.416.